From a dataset of Forward reaction prediction with 1.9M reactions from USPTO patents (1976-2016). Predict the product of the given reaction. (1) The product is: [CH3:9][O:10][C:11]1[CH:12]=[CH:13][C:14]([C:17]2[CH:18]=[CH:19][C:20]([S:23]([NH:26][CH:27]([CH2:32][CH:33]([OH:35])[CH2:1][NH:2][C:3]3[CH:8]=[CH:7][CH:6]=[CH:5][CH:4]=3)[C:28]([OH:30])=[O:29])(=[O:24])=[O:25])=[CH:21][CH:22]=2)=[CH:15][CH:16]=1. Given the reactants [CH3:1][NH:2][C:3]1[CH:8]=[CH:7][CH:6]=[CH:5][CH:4]=1.[CH3:9][O:10][C:11]1[CH:16]=[CH:15][C:14]([C:17]2[CH:22]=[CH:21][C:20]([S:23]([NH:26][CH:27]([CH2:32][CH:33]3[O:35]C3)[C:28]([O:30]C)=[O:29])(=[O:25])=[O:24])=[CH:19][CH:18]=2)=[CH:13][CH:12]=1, predict the reaction product. (2) Given the reactants [Cl:1][C:2]1[CH:7]=[CH:6][CH:5]=[C:4]([C:8](=O)[CH3:9])[N:3]=1.Cl.[CH3:12][O:13][NH2:14].Cl.C(=O)([O-])O.[Na+], predict the reaction product. The product is: [CH3:12][O:13][N:14]=[C:8]([C:4]1[N:3]=[C:2]([Cl:1])[CH:7]=[CH:6][CH:5]=1)[CH3:9]. (3) Given the reactants C(N(CC)CC)C.[S:8](Cl)([CH3:11])(=[O:10])=[O:9].[CH2:13]([N:17]1[C:25]([N:26]2[CH2:31][CH2:30][NH:29][CH2:28][CH2:27]2)=[N:24][C:23]2[C:18]1=[N:19][C:20]([C:38]1[CH:39]=[N:40][C:41]([NH2:44])=[N:42][CH:43]=1)=[N:21][C:22]=2[N:32]1[CH2:37][CH2:36][O:35][CH2:34][CH2:33]1)[CH:14]([CH3:16])[CH3:15], predict the reaction product. The product is: [CH2:13]([N:17]1[C:25]([N:26]2[CH2:31][CH2:30][N:29]([S:8]([CH3:11])(=[O:10])=[O:9])[CH2:28][CH2:27]2)=[N:24][C:23]2[C:18]1=[N:19][C:20]([C:38]1[CH:43]=[N:42][C:41]([NH2:44])=[N:40][CH:39]=1)=[N:21][C:22]=2[N:32]1[CH2:37][CH2:36][O:35][CH2:34][CH2:33]1)[CH:14]([CH3:16])[CH3:15]. (4) Given the reactants [CH3:1][C:2]1[C:6]2[C:7](=[O:19])[N:8]([CH2:11][CH2:12][N:13]3[CH2:18][CH2:17][O:16][CH2:15][CH2:14]3)[CH2:9][CH2:10][C:5]=2[NH:4][C:3]=1[CH:20]=O.[F:22][C:23]1[CH:24]=[C:25]2[C:29](=[CH:30][C:31]=1[NH:32][C:33](=[O:37])[CH2:34][O:35][CH3:36])[NH:28][C:27](=[O:38])[CH2:26]2, predict the reaction product. The product is: [F:22][C:23]1[CH:24]=[C:25]2[C:29](=[CH:30][C:31]=1[NH:32][C:33](=[O:37])[CH2:34][O:35][CH3:36])[NH:28][C:27](=[O:38])[C:26]2=[CH:20][C:3]1[NH:4][C:5]2[CH2:10][CH2:9][N:8]([CH2:11][CH2:12][N:13]3[CH2:14][CH2:15][O:16][CH2:17][CH2:18]3)[C:7](=[O:19])[C:6]=2[C:2]=1[CH3:1]. (5) Given the reactants [NH2:1][C@H:2]([C:15]([N:17]([CH2:19][C:20]([NH:22][C@H:23]([C:27]([NH:29][C@H:30]([C:39]([NH:41][C@@H:42]([C:67]([NH:69][C@H:70]([C:81]([NH:83]C(OCC1C2C(=CC=CC=2)C2C1=CC=CC=2)=O)=[O:82])[CH2:71][C:72]1[C:80]2[C:75](=[CH:76][CH:77]=[CH:78][CH:79]=2)[NH:74][CH:73]=1)=[O:68])[CH2:43][C:44](=[O:66])[NH:45][NH:46][C:47]([C:60]1[CH:65]=[CH:64][CH:63]=[CH:62][CH:61]=1)([C:54]1[CH:59]=[CH:58][CH:57]=[CH:56][CH:55]=1)[C:48]1[CH:53]=[CH:52][CH:51]=[CH:50][CH:49]=1)=[O:40])[CH2:31][C:32](=[O:38])[O:33][C:34]([CH3:37])([CH3:36])[CH3:35])=[O:28])[C@@H:24]([CH3:26])[OH:25])=[O:21])[CH3:18])=[O:16])[CH2:3][CH2:4][CH2:5][NH:6][NH:7][C:8]([O:10][C:11]([CH3:14])([CH3:13])[CH3:12])=[O:9].[NH:101]1[CH2:106][CH2:105][CH2:104][CH2:103][CH2:102]1, predict the reaction product. The product is: [CH3:106][N:101]1[CH2:102][CH2:103][CH2:104][CH2:105]1.[NH2:1][C@H:2]([C:15]([N:17]([CH2:19][C:20]([NH:22][C@H:23]([C:27]([NH:29][C@H:30]([C:39]([NH:41][C@@H:42]([C:67]([NH:69][C@H:70]([C:81]([NH2:83])=[O:82])[CH2:71][C:72]1[C:80]2[C:75](=[CH:76][CH:77]=[CH:78][CH:79]=2)[NH:74][CH:73]=1)=[O:68])[CH2:43][C:44](=[O:66])[NH:45][NH:46][C:47]([C:60]1[CH:65]=[CH:64][CH:63]=[CH:62][CH:61]=1)([C:48]1[CH:49]=[CH:50][CH:51]=[CH:52][CH:53]=1)[C:54]1[CH:55]=[CH:56][CH:57]=[CH:58][CH:59]=1)=[O:40])[CH2:31][C:32](=[O:38])[O:33][C:34]([CH3:37])([CH3:36])[CH3:35])=[O:28])[C@@H:24]([CH3:26])[OH:25])=[O:21])[CH3:18])=[O:16])[CH2:3][CH2:4][CH2:5][NH:6][NH:7][C:8]([O:10][C:11]([CH3:13])([CH3:12])[CH3:14])=[O:9]. (6) Given the reactants [CH3:1][C:2]1[C:6]([C:7]([OH:9])=O)=[C:5]([C:10]2[CH:15]=[CH:14][CH:13]=[CH:12][CH:11]=2)[O:4][N:3]=1.[C:16]1([CH:22]2[CH2:26][CH2:25][NH:24][CH2:23]2)[CH:21]=[CH:20][CH:19]=[CH:18][CH:17]=1.F[B-](F)(F)F.N1(OC(N(C)C)=[N+](C)C)C2C=CC=CC=2N=N1.C(N(C(C)C)CC)(C)C, predict the reaction product. The product is: [CH3:1][C:2]1[C:6]([C:7]([N:24]2[CH2:25][CH2:26][CH:22]([C:16]3[CH:21]=[CH:20][CH:19]=[CH:18][CH:17]=3)[CH2:23]2)=[O:9])=[C:5]([C:10]2[CH:15]=[CH:14][CH:13]=[CH:12][CH:11]=2)[O:4][N:3]=1. (7) The product is: [OH:12][C:10]1[C:9]([C:13](=[O:14])[CH3:15])=[N:8][N:7]([C:1]2[CH:6]=[CH:5][CH:4]=[CH:3][CH:2]=2)[CH:11]=1. Given the reactants [C:1]1([NH:7][N:8]=[CH:9][C:10](=[O:12])[CH3:11])[CH:6]=[CH:5][CH:4]=[CH:3][CH:2]=1.[CH:13]([CH:15]=O)=[O:14], predict the reaction product. (8) Given the reactants [CH3:1][O:2][C:3](=[O:31])[CH2:4][O:5][C:6]1[CH:15]=[CH:14][C:13]([F:16])=[C:12]2[C:7]=1[C:8](=[O:30])[C:9]([CH2:19][C:20]1[CH:25]=[CH:24][CH:23]=[C:22]([S:26]([CH3:29])(=[O:28])=[O:27])[CH:21]=1)=[C:10]([CH2:17][CH3:18])[NH:11]2.Cl[C:33](OC(=O)C)([F:35])[F:34], predict the reaction product. The product is: [CH3:1][O:2][C:3](=[O:31])[CH2:4][O:5][C:6]1[CH:15]=[CH:14][C:13]([F:16])=[C:12]2[C:7]=1[C:8]([O:30][CH:33]([F:35])[F:34])=[C:9]([CH2:19][C:20]1[CH:25]=[CH:24][CH:23]=[C:22]([S:26]([CH3:29])(=[O:27])=[O:28])[CH:21]=1)[C:10]([CH2:17][CH3:18])=[N:11]2. (9) Given the reactants CN(C)[CH:3]=[CH:4][C:5]([C:7]1[S:11][C:10]([N:12]=CN(C)C)=[N:9][C:8]=1[CH3:17])=O.[C:19]([N:22]1[CH2:27][CH2:26][N:25]([C:28]2[CH:33]=[CH:32][C:31]([NH:34][C:35]([NH2:37])=[NH:36])=[CH:30][CH:29]=2)[CH2:24][CH2:23]1)(=[O:21])[CH3:20], predict the reaction product. The product is: [NH2:12][C:10]1[S:11][C:7]([C:5]2[CH:4]=[CH:3][N:37]=[C:35]([NH:34][C:31]3[CH:30]=[CH:29][C:28]([N:25]4[CH2:24][CH2:23][N:22]([C:19](=[O:21])[CH3:20])[CH2:27][CH2:26]4)=[CH:33][CH:32]=3)[N:36]=2)=[C:8]([CH3:17])[N:9]=1.